This data is from Reaction yield outcomes from USPTO patents with 853,638 reactions. The task is: Predict the reaction yield, written as a fraction of the theoretical maximum amount of product (1.0 means a 100% yield; for example, 0.34 means a 34% yield). (1) The reactants are [CH2:1]([O:8][C:9]1[CH:18]=[C:17]2[C:12]([C:13]([OH:19])=[CH:14][CH:15]=[N:16]2)=[CH:11][C:10]=1[O:20][CH3:21])[C:2]1[CH:7]=[CH:6][CH:5]=[CH:4][CH:3]=1.N1C(C)=CC=CC=1C.C(=O)=O.[F:33][C:34]([F:40])([F:39])[S:35](Cl)(=[O:37])=[O:36]. The catalyst is CN(C)C1C=CN=CC=1.O.C(Cl)Cl. The product is [CH2:1]([O:8][C:9]1[CH:18]=[C:17]2[C:12]([C:13]([O:19][S:35]([C:34]([F:40])([F:39])[F:33])(=[O:37])=[O:36])=[CH:14][CH:15]=[N:16]2)=[CH:11][C:10]=1[O:20][CH3:21])[C:2]1[CH:3]=[CH:4][CH:5]=[CH:6][CH:7]=1. The yield is 0.838. (2) The catalyst is O1CCCC1. The yield is 0.790. The reactants are [CH2:1]([C:3]1[CH:4]=[C:5]([O:15][C:16]2[CH:17]=[N:18][C:19]([S:22]([CH3:25])(=[O:24])=[O:23])=[CH:20][CH:21]=2)[CH:6]=[C:7]2[C:11]=1[NH:10][C:9]([C:12]([NH2:14])=O)=[CH:8]2)[CH3:2].COC1C=CC(P2(SP(C3C=CC(OC)=CC=3)(=S)S2)=[S:35])=CC=1. The product is [CH2:1]([C:3]1[CH:4]=[C:5]([O:15][C:16]2[CH:17]=[N:18][C:19]([S:22]([CH3:25])(=[O:24])=[O:23])=[CH:20][CH:21]=2)[CH:6]=[C:7]2[C:11]=1[NH:10][C:9]([C:12](=[S:35])[NH2:14])=[CH:8]2)[CH3:2].